From a dataset of NCI-60 drug combinations with 297,098 pairs across 59 cell lines. Regression. Given two drug SMILES strings and cell line genomic features, predict the synergy score measuring deviation from expected non-interaction effect. Drug 1: CC1=CC2C(CCC3(C2CCC3(C(=O)C)OC(=O)C)C)C4(C1=CC(=O)CC4)C. Drug 2: CC1=C(C=C(C=C1)C(=O)NC2=CC(=CC(=C2)C(F)(F)F)N3C=C(N=C3)C)NC4=NC=CC(=N4)C5=CN=CC=C5. Cell line: NCIH23. Synergy scores: CSS=-0.972, Synergy_ZIP=2.27, Synergy_Bliss=4.30, Synergy_Loewe=0.254, Synergy_HSA=1.16.